This data is from Merck oncology drug combination screen with 23,052 pairs across 39 cell lines. The task is: Regression. Given two drug SMILES strings and cell line genomic features, predict the synergy score measuring deviation from expected non-interaction effect. (1) Cell line: HT29. Drug 1: CS(=O)(=O)CCNCc1ccc(-c2ccc3ncnc(Nc4ccc(OCc5cccc(F)c5)c(Cl)c4)c3c2)o1. Synergy scores: synergy=41.1. Drug 2: NC1(c2ccc(-c3nc4ccn5c(=O)[nH]nc5c4cc3-c3ccccc3)cc2)CCC1. (2) Drug 1: COC12C(COC(N)=O)C3=C(C(=O)C(C)=C(N)C3=O)N1CC1NC12. Drug 2: CNC(=O)c1cc(Oc2ccc(NC(=O)Nc3ccc(Cl)c(C(F)(F)F)c3)cc2)ccn1. Cell line: NCIH460. Synergy scores: synergy=-49.5. (3) Drug 1: CCC1=CC2CN(C1)Cc1c([nH]c3ccccc13)C(C(=O)OC)(c1cc3c(cc1OC)N(C)C1C(O)(C(=O)OC)C(OC(C)=O)C4(CC)C=CCN5CCC31C54)C2. Drug 2: CC1(c2nc3c(C(N)=O)cccc3[nH]2)CCCN1. Cell line: KPL1. Synergy scores: synergy=2.46. (4) Drug 1: O=S1(=O)NC2(CN1CC(F)(F)F)C1CCC2Cc2cc(C=CCN3CCC(C(F)(F)F)CC3)ccc2C1. Drug 2: Cc1nc(Nc2ncc(C(=O)Nc3c(C)cccc3Cl)s2)cc(N2CCN(CCO)CC2)n1. Cell line: DLD1. Synergy scores: synergy=28.1. (5) Drug 1: CCC1(O)CC2CN(CCc3c([nH]c4ccccc34)C(C(=O)OC)(c3cc4c(cc3OC)N(C)C3C(O)(C(=O)OC)C(OC(C)=O)C5(CC)C=CCN6CCC43C65)C2)C1. Drug 2: CCN(CC)CCNC(=O)c1c(C)[nH]c(C=C2C(=O)Nc3ccc(F)cc32)c1C. Cell line: SKMES1. Synergy scores: synergy=-9.70. (6) Drug 1: N#Cc1ccc(Cn2cncc2CN2CCN(c3cccc(Cl)c3)C(=O)C2)cc1. Drug 2: CS(=O)(=O)CCNCc1ccc(-c2ccc3ncnc(Nc4ccc(OCc5cccc(F)c5)c(Cl)c4)c3c2)o1. Cell line: A427. Synergy scores: synergy=7.63. (7) Drug 1: O=C(NOCC(O)CO)c1ccc(F)c(F)c1Nc1ccc(I)cc1F. Drug 2: COC1=C2CC(C)CC(OC)C(O)C(C)C=C(C)C(OC(N)=O)C(OC)C=CC=C(C)C(=O)NC(=CC1=O)C2=O. Cell line: EFM192B. Synergy scores: synergy=4.77. (8) Drug 1: O=C(O)C1(Cc2cccc(Nc3nccs3)n2)CCC(Oc2cccc(Cl)c2F)CC1. Drug 2: CCC1(O)C(=O)OCc2c1cc1n(c2=O)Cc2cc3c(CN(C)C)c(O)ccc3nc2-1. Cell line: ES2. Synergy scores: synergy=25.6. (9) Synergy scores: synergy=53.7. Drug 1: NC1(c2ccc(-c3nc4ccn5c(=O)[nH]nc5c4cc3-c3ccccc3)cc2)CCC1. Drug 2: O=C(NOCC(O)CO)c1ccc(F)c(F)c1Nc1ccc(I)cc1F. Cell line: UWB1289BRCA1.